Dataset: Peptide-MHC class I binding affinity with 185,985 pairs from IEDB/IMGT. Task: Regression. Given a peptide amino acid sequence and an MHC pseudo amino acid sequence, predict their binding affinity value. This is MHC class I binding data. (1) The peptide sequence is AGILKRWGQL. The MHC is HLA-A32:01 with pseudo-sequence HLA-A32:01. The binding affinity (normalized) is 0.224. (2) The peptide sequence is APRTLVYLL. The MHC is HLA-B45:01 with pseudo-sequence HLA-B45:01. The binding affinity (normalized) is 0.0112. (3) The binding affinity (normalized) is 0. The peptide sequence is YPLTFGWCF. The MHC is HLA-B15:01 with pseudo-sequence HLA-B15:01. (4) The peptide sequence is IYVGNGQMI. The MHC is H-2-Kb with pseudo-sequence H-2-Kb. The binding affinity (normalized) is 0.520. (5) The MHC is HLA-A02:12 with pseudo-sequence HLA-A02:12. The peptide sequence is TMPELAWAV. The binding affinity (normalized) is 1.00. (6) The peptide sequence is LSPQQVCYNF. The MHC is H-2-Kb with pseudo-sequence H-2-Kb. The binding affinity (normalized) is 0. (7) The peptide sequence is ALKYLPIDK. The MHC is HLA-A33:01 with pseudo-sequence HLA-A33:01. The binding affinity (normalized) is 0.00284.